This data is from Catalyst prediction with 721,799 reactions and 888 catalyst types from USPTO. The task is: Predict which catalyst facilitates the given reaction. (1) Reactant: C(N(CC)CC)C.[S:8]1[C:12]2[CH:13]=[CH:14][CH:15]=[CH:16][C:11]=2[N:10]=[C:9]1[C:17]([N:19]1[CH2:24][C:23]2([CH2:29][CH2:28][NH:27][CH2:26][CH2:25]2)[O:22][CH2:21][CH2:20]1)=[O:18].CS(O[CH2:35][CH2:36][O:37][C:38]1[CH:43]=[CH:42][C:41]([CH2:44][N:45]([C:60]([O:62][C:63]([CH3:66])([CH3:65])[CH3:64])=[O:61])[CH2:46][C@H:47]([OH:59])[C:48]2[C:56]3[S:55][C:54](=[O:57])[NH:53][C:52]=3[C:51]([OH:58])=[CH:50][CH:49]=2)=[CH:40][CH:39]=1)(=O)=O. Product: [S:8]1[C:12]2[CH:13]=[CH:14][CH:15]=[CH:16][C:11]=2[N:10]=[C:9]1[C:17]([N:19]1[CH2:24][C:23]2([CH2:29][CH2:28][N:27]([CH2:35][CH2:36][O:37][C:38]3[CH:39]=[CH:40][C:41]([CH2:44][N:45]([CH2:46][C@H:47]([OH:59])[C:48]4[C:56]5[S:55][C:54](=[O:57])[NH:53][C:52]=5[C:51]([OH:58])=[CH:50][CH:49]=4)[C:60](=[O:61])[O:62][C:63]([CH3:65])([CH3:64])[CH3:66])=[CH:42][CH:43]=3)[CH2:26][CH2:25]2)[O:22][CH2:21][CH2:20]1)=[O:18]. The catalyst class is: 10. (2) Reactant: [C:1]([OH:4])(=[O:3])C.[CH:5]([C:8]1[S:9][CH:10]=[C:11]([C:13]([N:15]2[CH2:20][C:19]3([CH2:25][CH2:24][N:23]([CH2:26][CH2:27][CH2:28][CH2:29][CH2:30][CH2:31][CH2:32][CH2:33][C:34](=O)[CH3:35])[CH2:22][CH2:21]3)[O:18][CH2:17][CH2:16]2)=[O:14])[N:12]=1)([CH3:7])[CH3:6].C(O)(=O)C.[NH2:41][CH2:42][C@@H:43]([C:45]1[C:53]2[S:52][C:51](=[O:54])[NH:50][C:49]=2[C:48]([OH:55])=[CH:47][CH:46]=1)[OH:44].C(O[BH-](OC(=O)C)OC(=O)C)(=O)C.[Na+]. Product: [CH:1]([OH:4])=[O:3].[OH:55][C:48]1[C:49]2[NH:50][C:51](=[O:54])[S:52][C:53]=2[C:45]([C@@H:43]([OH:44])[CH2:42][NH:41][CH:34]([CH2:33][CH2:32][CH2:31][CH2:30][CH2:29][CH2:28][CH2:27][CH2:26][N:23]2[CH2:22][CH2:21][C:19]3([O:18][CH2:17][CH2:16][N:15]([C:13]([C:11]4[N:12]=[C:8]([CH:5]([CH3:6])[CH3:7])[S:9][CH:10]=4)=[O:14])[CH2:20]3)[CH2:25][CH2:24]2)[CH3:35])=[CH:46][CH:47]=1. The catalyst class is: 5. (3) Reactant: Br[C:2]1[CH:7]=[CH:6][N:5]=[C:4]([CH:8]2[N:12]([C:13]3[CH:18]=[CH:17][C:16]([F:19])=[CH:15][C:14]=3[F:20])[N:11]=[C:10]([C:21]([F:27])([F:26])[C:22]([F:25])([F:24])[F:23])[CH2:9]2)[CH:3]=1.[CH3:28][S:29][C:30]1[CH:31]=[C:32](B(O)O)[CH:33]=[CH:34][CH:35]=1.C(=O)([O-])[O-].[Na+].[Na+].C(O)C. Product: [F:20][C:14]1[CH:15]=[C:16]([F:19])[CH:17]=[CH:18][C:13]=1[N:12]1[CH:8]([C:4]2[CH:3]=[C:2]([C:34]3[CH:33]=[CH:32][CH:31]=[C:30]([S:29][CH3:28])[CH:35]=3)[CH:7]=[CH:6][N:5]=2)[CH2:9][C:10]([C:21]([F:27])([F:26])[C:22]([F:25])([F:24])[F:23])=[N:11]1. The catalyst class is: 276.